From a dataset of Reaction yield outcomes from USPTO patents with 853,638 reactions. Predict the reaction yield, written as a fraction of the theoretical maximum amount of product (1.0 means a 100% yield; for example, 0.34 means a 34% yield). The reactants are [CH3:1][C:2]1[C:16](=[O:17])[N:15]=[C:14]2[N:4]([C@@H:5]3[O:9][C@H:8]([CH2:10][OH:11])[C@@H:7]([OH:12])[C@@H:6]3[O:13]2)[CH:3]=1.[CH3:18][O:19][CH2:20][CH2:21][O:22]B([O:22][CH2:21][CH2:20][O:19][CH3:18])[O:22][CH2:21][CH2:20][O:19][CH3:18]. The catalyst is COCCO. The product is [CH3:18][O:19][CH2:20][CH2:21][O:22][C@@H:6]1[C@H:7]([OH:12])[C@@H:8]([CH2:10][OH:11])[O:9][C@H:5]1[N:4]1[CH:3]=[C:2]([CH3:1])[C:16](=[O:17])[NH:15][C:14]1=[O:13]. The yield is 0.630.